Dataset: NCI-60 drug combinations with 297,098 pairs across 59 cell lines. Task: Regression. Given two drug SMILES strings and cell line genomic features, predict the synergy score measuring deviation from expected non-interaction effect. (1) Cell line: MCF7. Drug 1: CNC(=O)C1=CC=CC=C1SC2=CC3=C(C=C2)C(=NN3)C=CC4=CC=CC=N4. Drug 2: COC1=C2C(=CC3=C1OC=C3)C=CC(=O)O2. Synergy scores: CSS=8.30, Synergy_ZIP=-0.00797, Synergy_Bliss=5.45, Synergy_Loewe=0.957, Synergy_HSA=5.06. (2) Drug 1: C1CN(P(=O)(OC1)NCCCl)CCCl. Drug 2: CC1CCCC2(C(O2)CC(NC(=O)CC(C(C(=O)C(C1O)C)(C)C)O)C(=CC3=CSC(=N3)C)C)C. Cell line: K-562. Synergy scores: CSS=58.9, Synergy_ZIP=1.21, Synergy_Bliss=-0.0645, Synergy_Loewe=-32.2, Synergy_HSA=-1.24. (3) Drug 1: C1CCC(C1)C(CC#N)N2C=C(C=N2)C3=C4C=CNC4=NC=N3. Drug 2: C(=O)(N)NO. Cell line: NCI-H522. Synergy scores: CSS=14.2, Synergy_ZIP=-2.84, Synergy_Bliss=1.83, Synergy_Loewe=-1.85, Synergy_HSA=2.64. (4) Cell line: SNB-75. Drug 1: C1=C(C(=O)NC(=O)N1)F. Synergy scores: CSS=15.0, Synergy_ZIP=-2.11, Synergy_Bliss=3.79, Synergy_Loewe=2.14, Synergy_HSA=2.59. Drug 2: CC1=C(N=C(N=C1N)C(CC(=O)N)NCC(C(=O)N)N)C(=O)NC(C(C2=CN=CN2)OC3C(C(C(C(O3)CO)O)O)OC4C(C(C(C(O4)CO)O)OC(=O)N)O)C(=O)NC(C)C(C(C)C(=O)NC(C(C)O)C(=O)NCCC5=NC(=CS5)C6=NC(=CS6)C(=O)NCCC[S+](C)C)O.